Dataset: Reaction yield outcomes from USPTO patents with 853,638 reactions. Task: Predict the reaction yield, written as a fraction of the theoretical maximum amount of product (1.0 means a 100% yield; for example, 0.34 means a 34% yield). The reactants are [CH3:1][N:2]1[CH:6]=[CH:5][C:4]([C:7]2[CH:12]=[CH:11][CH:10]=[CH:9][CH:8]=2)=[N:3]1.[CH3:13][N:14]1[C:18]([C:19]2[CH:24]=[CH:23][CH:22]=[CH:21][CH:20]=2)=[CH:17][CH:16]=[N:15]1.C1C(=O)N([Br:32])C(=O)C1. The catalyst is C(#N)C. The product is [Br:32][C:5]1[C:4]([C:7]2[CH:8]=[CH:9][CH:10]=[CH:11][CH:12]=2)=[N:3][N:2]([CH3:1])[CH:6]=1.[Br:32][C:17]1[CH:16]=[N:15][N:14]([CH3:13])[C:18]=1[C:19]1[CH:20]=[CH:21][CH:22]=[CH:23][CH:24]=1. The yield is 0.340.